From a dataset of TCR-epitope binding with 47,182 pairs between 192 epitopes and 23,139 TCRs. Binary Classification. Given a T-cell receptor sequence (or CDR3 region) and an epitope sequence, predict whether binding occurs between them. (1) The epitope is YSEHPTFTSQY. The TCR CDR3 sequence is CASTPGVSYNEQFF. Result: 0 (the TCR does not bind to the epitope). (2) The epitope is WICLLQFAY. The TCR CDR3 sequence is CASSYGSEQYF. Result: 1 (the TCR binds to the epitope). (3) The epitope is IPRRNVATL. The TCR CDR3 sequence is CASSQASGVGNEQFF. Result: 0 (the TCR does not bind to the epitope).